This data is from Catalyst prediction with 721,799 reactions and 888 catalyst types from USPTO. The task is: Predict which catalyst facilitates the given reaction. (1) Reactant: [CH3:1][O:2][C:3]1[CH:4]=[C:5]([CH:29]=[CH:30][C:31]=1[O:32][CH3:33])[C:6]([NH:8][CH2:9][C:10]1[CH:15]=[CH:14][CH:13]=[C:12]([C:16](=[O:28])[NH:17][C:18]2[CH:27]=[C:26]3[C:21]([CH2:22][CH2:23][NH:24][CH2:25]3)=[CH:20][CH:19]=2)[CH:11]=1)=[O:7].[C:34](#[N:37])[CH:35]=[CH2:36]. Product: [C:34]([CH2:35][CH2:36][N:24]1[CH2:23][CH2:22][C:21]2[C:26](=[CH:27][C:18]([NH:17][C:16]([C:12]3[CH:11]=[C:10]([CH:15]=[CH:14][CH:13]=3)[CH2:9][NH:8][C:6](=[O:7])[C:5]3[CH:29]=[CH:30][C:31]([O:32][CH3:33])=[C:3]([O:2][CH3:1])[CH:4]=3)=[O:28])=[CH:19][CH:20]=2)[CH2:25]1)#[N:37]. The catalyst class is: 11. (2) Reactant: [C:1](Cl)(=[O:3])[CH3:2].[CH3:5][O:6][CH2:7][CH2:8][O:9][CH2:10][C:11]1[CH:16]=[CH:15][C:14]([C@@:17]2([O:50][CH2:51][CH2:52][NH2:53])[CH2:22][CH2:21][N:20]([S:23]([C:26]3[CH:31]=[CH:30][C:29]([CH3:32])=[CH:28][CH:27]=3)(=[O:25])=[O:24])[CH2:19][C@@H:18]2[O:33][CH2:34][C:35]2[CH:36]=[CH:37][C:38]3[O:43][CH2:42][CH2:41][N:40]([CH2:44][CH2:45][CH2:46][O:47][CH3:48])[C:39]=3[CH:49]=2)=[CH:13][CH:12]=1.C(N(CC)CC)C.C([O-])(O)=O.[Na+]. Product: [CH3:5][O:6][CH2:7][CH2:8][O:9][CH2:10][C:11]1[CH:12]=[CH:13][C:14]([C@@:17]2([O:50][CH2:51][CH2:52][NH:53][C:1](=[O:3])[CH3:2])[CH2:22][CH2:21][N:20]([S:23]([C:26]3[CH:27]=[CH:28][C:29]([CH3:32])=[CH:30][CH:31]=3)(=[O:24])=[O:25])[CH2:19][C@@H:18]2[O:33][CH2:34][C:35]2[CH:36]=[CH:37][C:38]3[O:43][CH2:42][CH2:41][N:40]([CH2:44][CH2:45][CH2:46][O:47][CH3:48])[C:39]=3[CH:49]=2)=[CH:15][CH:16]=1. The catalyst class is: 34. (3) Reactant: O[Li].O.C[O:5][C:6]([C:8]1[CH:12]=[C:11]([C:13]2[CH:18]=[CH:17][CH:16]=[CH:15][CH:14]=2)[O:10][N:9]=1)=[O:7].C1COCC1.O. Product: [C:13]1([C:11]2[O:10][N:9]=[C:8]([C:6]([OH:7])=[O:5])[CH:12]=2)[CH:14]=[CH:15][CH:16]=[CH:17][CH:18]=1. The catalyst class is: 5. (4) Reactant: [N:1]12[CH2:8][CH2:7][CH:4]([CH2:5][CH2:6]1)[CH:3]([O:9][C:10]1[CH:15]=[CH:14][C:13]([NH:16][C:17]3[C:21]([CH3:22])=[CH:20][S:19][CH:18]=3)=[CH:12][CH:11]=1)[CH2:2]2.[ClH:23].O1CCOCC1. Product: [ClH:23].[N:1]12[CH2:6][CH2:5][CH:4]([CH2:7][CH2:8]1)[CH:3]([O:9][C:10]1[CH:11]=[CH:12][C:13]([NH:16][C:17]3[C:21]([CH3:22])=[CH:20][S:19][CH:18]=3)=[CH:14][CH:15]=1)[CH2:2]2. The catalyst class is: 13. (5) Reactant: Br[CH:2]([C:10]1[CH:15]=[CH:14][C:13]([Cl:16])=[CH:12][CH:11]=1)[C:3]1[CH:8]=[CH:7][C:6]([Cl:9])=[CH:5][CH:4]=1.[NH:17]1[CH2:20][CH:19]([OH:21])[CH2:18]1.CCN(C(C)C)C(C)C. Product: [Cl:9][C:6]1[CH:7]=[CH:8][C:3]([CH:2]([C:10]2[CH:15]=[CH:14][C:13]([Cl:16])=[CH:12][CH:11]=2)[N:17]2[CH2:20][CH:19]([OH:21])[CH2:18]2)=[CH:4][CH:5]=1. The catalyst class is: 10. (6) Reactant: Br[C:2]1[CH:3]=[C:4]([CH:7]=[CH:8][CH:9]=1)[C:5]#[N:6].[Li]CCCC.[C:15]([N:22]1[CH2:27][CH2:26][C:25](=[O:28])[CH2:24][CH2:23]1)([O:17][C:18]([CH3:21])([CH3:20])[CH3:19])=[O:16]. Product: [C:18]([O:17][C:15]([N:22]1[CH2:27][CH2:26][C:25]([C:2]2[CH:9]=[CH:8][CH:7]=[C:4]([C:5]#[N:6])[CH:3]=2)([OH:28])[CH2:24][CH2:23]1)=[O:16])([CH3:21])([CH3:19])[CH3:20]. The catalyst class is: 1. (7) Reactant: [CH3:1][NH:2][CH2:3][CH3:4].CCN(C(C)C)C(C)C.[N:14]([C:17]([CH3:23])([CH3:22])[CH2:18][C:19](Cl)=[O:20])=[N+:15]=[N-:16]. Product: [N:14]([C:17]([CH3:23])([CH3:22])[CH2:18][C:19]([N:2]([CH2:3][CH3:4])[CH3:1])=[O:20])=[N+:15]=[N-:16]. The catalyst class is: 2.